From a dataset of Reaction yield outcomes from USPTO patents with 853,638 reactions. Predict the reaction yield, written as a fraction of the theoretical maximum amount of product (1.0 means a 100% yield; for example, 0.34 means a 34% yield). (1) The reactants are Cl.O1CCOCC1.C([O:12][C:13](=[O:39])[CH2:14][N:15]1[CH:19]=[C:18]([C:20]2[CH:21]=[N:22][C:23]([NH2:38])=[C:24]([O:26][CH:27]([C:29]3[C:34]([Cl:35])=[CH:33][CH:32]=[C:31]([F:36])[C:30]=3[Cl:37])[CH3:28])[CH:25]=2)[N:17]=[CH:16]1)(C)(C)C. The catalyst is ClCCl. The product is [NH2:38][C:23]1[N:22]=[CH:21][C:20]([C:18]2[N:17]=[CH:16][N:15]([CH2:14][C:13]([OH:39])=[O:12])[CH:19]=2)=[CH:25][C:24]=1[O:26][CH:27]([C:29]1[C:34]([Cl:35])=[CH:33][CH:32]=[C:31]([F:36])[C:30]=1[Cl:37])[CH3:28]. The yield is 0.930. (2) The reactants are [CH3:1][C:2]1[O:6][N:5]=[C:4]([C:7]2[CH:12]=[CH:11][CH:10]=[CH:9][CH:8]=2)[C:3]=1[CH2:13][O:14][C:15]1[CH:23]=[CH:22][C:18]([C:19]([OH:21])=O)=[CH:17][N:16]=1.[NH:24]1[CH2:28][CH2:27][CH2:26][CH2:25]1. No catalyst specified. The product is [CH3:1][C:2]1[O:6][N:5]=[C:4]([C:7]2[CH:8]=[CH:9][CH:10]=[CH:11][CH:12]=2)[C:3]=1[CH2:13][O:14][C:15]1[N:16]=[CH:17][C:18]([C:19]([N:24]2[CH2:28][CH2:27][CH2:26][CH2:25]2)=[O:21])=[CH:22][CH:23]=1. The yield is 0.980. (3) The reactants are [Cl:1][C:2]1[CH:3]=[CH:4][C:5]([O:25][CH3:26])=[C:6]([C:8]2[NH:12][N:11]=[CH:10][C:9]=2[NH:13][C:14]([C:16]2[CH:17]=[N:18][N:19]3[CH:24]=[CH:23][CH:22]=[N:21][C:20]=23)=[O:15])[CH:7]=1.[CH3:27][C:28]1([O:31][CH2:30]1)[CH3:29].C(=O)([O-])[O-].[Cs+].[Cs+]. The catalyst is CN(C=O)C. The product is [Cl:1][C:2]1[CH:3]=[CH:4][C:5]([O:25][CH3:26])=[C:6]([C:8]2[C:9]([NH:13][C:14]([C:16]3[CH:17]=[N:18][N:19]4[CH:24]=[CH:23][CH:22]=[N:21][C:20]=34)=[O:15])=[CH:10][N:11]([CH2:27][C:28]([OH:31])([CH3:30])[CH3:29])[N:12]=2)[CH:7]=1. The yield is 0.400. (4) The reactants are [CH:1]1[S:2][CH:3]=[C:4]2[C:9]=1[CH:8]=[C:7]([C:10]([O:12]C)=[O:11])[N:6]=[CH:5]2.[OH-].[Na+]. The catalyst is CO.O. The product is [CH:1]1[S:2][CH:3]=[C:4]2[C:9]=1[CH:8]=[C:7]([C:10]([OH:12])=[O:11])[N:6]=[CH:5]2. The yield is 0.970.